From a dataset of Reaction yield outcomes from USPTO patents with 853,638 reactions. Predict the reaction yield, written as a fraction of the theoretical maximum amount of product (1.0 means a 100% yield; for example, 0.34 means a 34% yield). (1) The reactants are [NH2:1][C:2]1[CH:7]=[CH:6][CH:5]=[C:4]([F:8])[C:3]=1[OH:9].S(=O)(=O)(O)O.O[CH2:16][CH:17]([CH2:19]O)O. The catalyst is [N+](C1C=CC=CC=1)([O-])=O. The product is [F:8][C:4]1[C:3]([OH:9])=[C:2]2[C:7]([CH:16]=[CH:17][CH:19]=[N:1]2)=[CH:6][CH:5]=1. The yield is 0.517. (2) The catalyst is [Br-].C([P+](C1C=CC=CC=1)(C1C=CC=CC=1)C1C=CC=CC=1)C. The product is [Br:3][C:4]1[C:13]2[C:8](=[CH:9][CH:10]=[CH:11][CH:12]=2)[CH:7]=[CH:6][C:5]=1[CH:14]=[CH:19][CH3:20]. The yield is 0.940. The reactants are [H-].[Na+].[Br:3][C:4]1[C:13]2[C:8](=[CH:9][CH:10]=[CH:11][CH:12]=2)[CH:7]=[CH:6][C:5]=1[CH:14]=O.[Cl-].[NH4+].O1CC[CH2:20][CH2:19]1.